This data is from Peptide-MHC class I binding affinity with 185,985 pairs from IEDB/IMGT. The task is: Regression. Given a peptide amino acid sequence and an MHC pseudo amino acid sequence, predict their binding affinity value. This is MHC class I binding data. (1) The MHC is SLA-10401 with pseudo-sequence SLA-10401. The peptide sequence is ITAGYNRYY. The binding affinity (normalized) is 0.0847. (2) The peptide sequence is YPACEAIGL. The MHC is HLA-A03:01 with pseudo-sequence HLA-A03:01. The binding affinity (normalized) is 0.0847. (3) The peptide sequence is AFPTSCHM. The MHC is HLA-B15:01 with pseudo-sequence HLA-B15:01. The binding affinity (normalized) is 0. (4) The MHC is HLA-B07:02 with pseudo-sequence HLA-B07:02. The peptide sequence is TPKGPKVKY. The binding affinity (normalized) is 0.0847.